From a dataset of Full USPTO retrosynthesis dataset with 1.9M reactions from patents (1976-2016). Predict the reactants needed to synthesize the given product. The reactants are: [F:1][C:2]1([F:54])[CH2:7][O:6][C:5]([NH:8]C(C2C=CC(OC)=CC=2)(C2C=CC=C(OC)C=2)C2C=CC=CC=2)=[N:4][C@@:3]1([C:33]1[N:38]=[C:37]([NH:39][C:40]([C:42]2[C:47]([Cl:48])=[CH:46][C:45]([C:49]([F:52])([F:51])[F:50])=[CH:44][N:43]=2)=[O:41])[CH:36]=[CH:35][C:34]=1[F:53])[CH3:32].C(O)(C(F)(F)F)=O.[NH4+].[OH-]. Given the product [NH2:8][C:5]1[O:6][CH2:7][C:2]([F:54])([F:1])[C@:3]([C:33]2[N:38]=[C:37]([NH:39][C:40]([C:42]3[C:47]([Cl:48])=[CH:46][C:45]([C:49]([F:52])([F:50])[F:51])=[CH:44][N:43]=3)=[O:41])[CH:36]=[CH:35][C:34]=2[F:53])([CH3:32])[N:4]=1, predict the reactants needed to synthesize it.